From a dataset of Full USPTO retrosynthesis dataset with 1.9M reactions from patents (1976-2016). Predict the reactants needed to synthesize the given product. (1) Given the product [CH2:1]([O:5][C:6](=[O:21])[CH2:7][CH2:8][C:9]1[CH:14]=[CH:13][C:12]([O:15][C:16]([F:18])([F:19])[F:17])=[C:11]([F:20])[CH:10]=1)[CH2:2][CH2:3][CH3:4], predict the reactants needed to synthesize it. The reactants are: [CH2:1]([O:5][C:6](=[O:21])[CH:7]=[CH:8][C:9]1[CH:14]=[CH:13][C:12]([O:15][C:16]([F:19])([F:18])[F:17])=[C:11]([F:20])[CH:10]=1)[CH2:2][CH2:3][CH3:4]. (2) The reactants are: C(=O)([O-])[O-].[K+].[K+].[N:7]1([C:13]([O:15][C:16]([CH3:19])([CH3:18])[CH3:17])=[O:14])[CH2:12][CH2:11][NH:10][CH2:9][CH2:8]1.F[C:21]1[CH:22]=[CH:23][C:24]([N+:29]([O-:31])=[O:30])=[C:25]([CH:28]=1)[CH:26]=[O:27]. Given the product [CH:26]([C:25]1[CH:28]=[C:21]([N:10]2[CH2:11][CH2:12][N:7]([C:13]([O:15][C:16]([CH3:19])([CH3:18])[CH3:17])=[O:14])[CH2:8][CH2:9]2)[CH:22]=[CH:23][C:24]=1[N+:29]([O-:31])=[O:30])=[O:27], predict the reactants needed to synthesize it. (3) The reactants are: [I:1][CH2:2][CH:3]1[CH2:7][CH2:6][CH:5]([OH:8])[CH2:4]1.[O:9]1[CH:14]=[CH:13][CH2:12][CH2:11][CH2:10]1.C1(C)C=CC(S([O-])(=O)=O)=CC=1.[NH+]1C=CC=CC=1. Given the product [I:1][CH2:2][CH:3]1[CH2:7][CH2:6][CH:5]([O:8][CH:10]2[CH2:11][CH2:12][CH2:13][CH2:14][O:9]2)[CH2:4]1, predict the reactants needed to synthesize it. (4) Given the product [O:1]1[CH2:5][CH2:4][O:3][CH:2]1[CH2:6][CH2:7][N:8]([CH2:9][CH2:10][O:11][Si:12]([C:15]([CH3:18])([CH3:17])[CH3:16])([CH3:14])[CH3:13])[C:28](=[O:30])[CH3:29], predict the reactants needed to synthesize it. The reactants are: [O:1]1[CH2:5][CH2:4][O:3][CH:2]1[CH2:6][CH2:7][NH:8][CH2:9][CH2:10][O:11][Si:12]([C:15]([CH3:18])([CH3:17])[CH3:16])([CH3:14])[CH3:13].C(N(C(C)C)CC)(C)C.[C:28](Cl)(=[O:30])[CH3:29]. (5) The reactants are: [H-].[Na+].Cl.[NH2:4][C:5]([NH2:7])=[NH:6].[C:8]([O:12][C:13](=[O:33])[CH:14]1[CH2:18][CH2:17][CH2:16][N:15]1[C:19]([C:21]1[CH:30]=[C:29]2[C:24]([C:25]([Cl:32])=[CH:26][N:27]=[C:28]2Cl)=[CH:23][CH:22]=1)=[O:20])([CH3:11])([CH3:10])[CH3:9].O. Given the product [C:8]([O:12][C:13](=[O:33])[CH:14]1[CH2:18][CH2:17][CH2:16][N:15]1[C:19]([C:21]1[CH:30]=[C:29]2[C:24]([C:25]([Cl:32])=[CH:26][N:27]=[C:28]2[NH:6][C:5]([NH2:7])=[NH:4])=[CH:23][CH:22]=1)=[O:20])([CH3:11])([CH3:9])[CH3:10], predict the reactants needed to synthesize it. (6) Given the product [CH3:20][CH:21]([CH3:41])[CH2:22][CH:23]([C:25]1[CH:30]=[CH:29][C:28]([C:31]2[CH:36]=[CH:35][C:34]([C:37]([F:38])([F:39])[F:40])=[CH:33][CH:32]=2)=[CH:27][CH:26]=1)[O:24][C:43]1[CH:52]=[CH:51][C:46]([C:47]([O:49][CH3:50])=[O:48])=[CH:45][N:44]=1, predict the reactants needed to synthesize it. The reactants are: C1(P(C2C=CC=CC=2)C2C=CC=CC=2)C=CC=CC=1.[CH3:20][CH:21]([CH3:41])[CH2:22][CH:23]([C:25]1[CH:30]=[CH:29][C:28]([C:31]2[CH:36]=[CH:35][C:34]([C:37]([F:40])([F:39])[F:38])=[CH:33][CH:32]=2)=[CH:27][CH:26]=1)[OH:24].O[C:43]1[CH:52]=[CH:51][C:46]([C:47]([O:49][CH3:50])=[O:48])=[CH:45][N:44]=1.N(C(OC(C)C)=O)=NC(OC(C)C)=O. (7) Given the product [CH2:1]([O:3][C:4]([C:6]1[C:7]([CH3:26])=[C:8]([C:19]([O:21][C:22]([CH3:25])([CH3:24])[CH3:23])=[O:20])[NH:9][C:10]=1[CH2:11][CH2:12][CH2:13][NH:31][CH2:30][CH2:29][N:28]([CH3:32])[CH3:27])=[O:5])[CH3:2], predict the reactants needed to synthesize it. The reactants are: [CH2:1]([O:3][C:4]([C:6]1[C:7]([CH3:26])=[C:8]([C:19]([O:21][C:22]([CH3:25])([CH3:24])[CH3:23])=[O:20])[NH:9][C:10]=1[CH2:11][CH2:12][CH2:13]OS(C)(=O)=O)=[O:5])[CH3:2].[CH3:27][N:28]([CH3:32])[CH2:29][CH2:30][NH2:31].C(OCC)(=O)C.